From a dataset of Catalyst prediction with 721,799 reactions and 888 catalyst types from USPTO. Predict which catalyst facilitates the given reaction. Reactant: [CH3:1][C:2]1[CH:3]=[C:4]([C:10]2[CH:15]=[CH:14][C:13]([C:16]([F:19])([F:18])[F:17])=[CH:12][CH:11]=2)[CH:5]=[CH:6][C:7]=1[CH2:8][OH:9].CCN(CC)CC.C1C=CN=CC=1.O=S(=O)=O. Product: [CH3:1][C:2]1[CH:3]=[C:4]([C:10]2[CH:15]=[CH:14][C:13]([C:16]([F:17])([F:18])[F:19])=[CH:12][CH:11]=2)[CH:5]=[CH:6][C:7]=1[CH:8]=[O:9]. The catalyst class is: 16.